Predict the reaction yield, written as a fraction of the theoretical maximum amount of product (1.0 means a 100% yield; for example, 0.34 means a 34% yield). From a dataset of Reaction yield outcomes from USPTO patents with 853,638 reactions. The reactants are [F:1][C:2]1[CH:7]=[CH:6][C:5]([C:8]2[C:12]([C:13](O)=[O:14])=[CH:11][O:10][N:9]=2)=[CH:4][CH:3]=1.C(N(CC)CC)C.C(OC(Cl)=O)C.[BH4-].[Na+]. The catalyst is C1COCC1.O.[OH-].[Na+]. The product is [F:1][C:2]1[CH:3]=[CH:4][C:5]([C:8]2[C:12]([CH2:13][OH:14])=[CH:11][O:10][N:9]=2)=[CH:6][CH:7]=1. The yield is 0.540.